From a dataset of Full USPTO retrosynthesis dataset with 1.9M reactions from patents (1976-2016). Predict the reactants needed to synthesize the given product. (1) Given the product [N:1]1[C:6]2[NH:7][CH:8]=[C:9]([C:10]3[S:15][C:14]([NH2:16])=[N:13][N:11]=3)[C:5]=2[CH:4]=[N:3][CH:2]=1, predict the reactants needed to synthesize it. The reactants are: [N:1]1[C:6]2[NH:7][CH:8]=[C:9]([C:10]#[N:11])[C:5]=2[CH:4]=[N:3][CH:2]=1.N[NH:13][C:14]([NH2:16])=[S:15].[NH4+].[OH-]. (2) Given the product [Cl:8][C:6]1[CH:5]=[CH:4][N:3]=[C:2]([C:15]2([OH:14])[CH2:16][CH2:17][N:18]([C:21]([O:23][C:24]([CH3:26])([CH3:25])[CH3:27])=[O:22])[CH2:19][CH2:20]2)[CH:7]=1, predict the reactants needed to synthesize it. The reactants are: Br[C:2]1[CH:7]=[C:6]([Cl:8])[CH:5]=[CH:4][N:3]=1.C([Li])CCC.[O:14]=[C:15]1[CH2:20][CH2:19][N:18]([C:21]([O:23][C:24]([CH3:27])([CH3:26])[CH3:25])=[O:22])[CH2:17][CH2:16]1.[Cl-].[NH4+]. (3) Given the product [NH2:1][C@H:2]([C:26]([O:28][CH2:29][C:30]1[CH:31]=[CH:32][CH:33]=[CH:34][CH:35]=1)=[O:27])[CH2:3][C:4](=[O:25])[NH:5][C:6]([C:19]1[CH:20]=[CH:21][CH:22]=[CH:23][CH:24]=1)([C:7]1[CH:12]=[CH:11][CH:10]=[CH:9][CH:8]=1)[C:13]1[CH:14]=[CH:15][CH:16]=[CH:17][CH:18]=1, predict the reactants needed to synthesize it. The reactants are: [NH:1](C(OCC1C2C(=CC=CC=2)C2C1=CC=CC=2)=O)[C@H:2]([C:26]([O:28][CH2:29][C:30]1[CH:35]=[CH:34][CH:33]=[CH:32][CH:31]=1)=[O:27])[CH2:3][C:4](=[O:25])[NH:5][C:6]([C:19]1[CH:24]=[CH:23][CH:22]=[CH:21][CH:20]=1)([C:13]1[CH:18]=[CH:17][CH:16]=[CH:15][CH:14]=1)[C:7]1[CH:12]=[CH:11][CH:10]=[CH:9][CH:8]=1. (4) The reactants are: Cl[C:2]1[CH:3]=[C:4]2[C:9](=[CH:10][CH:11]=1)[C:8]([C:12]1[CH:24]=[C:23]([CH3:25])[C:22]3[C:21]4[C:16](=[CH:17][CH:18]=[CH:19][CH:20]=4)[C:15]([CH3:27])([CH3:26])[C:14]=3[CH:13]=1)=[N:7][CH:6]=[CH:5]2.[Br-].[CH:29]([Zn+])([CH3:31])[CH3:30]. Given the product [CH:29]([C:2]1[CH:3]=[C:4]2[C:9](=[CH:10][CH:11]=1)[C:8]([C:12]1[CH:24]=[C:23]([CH3:25])[C:22]3[C:21]4[C:16](=[CH:17][CH:18]=[CH:19][CH:20]=4)[C:15]([CH3:26])([CH3:27])[C:14]=3[CH:13]=1)=[N:7][CH:6]=[CH:5]2)([CH3:31])[CH3:30], predict the reactants needed to synthesize it. (5) Given the product [CH3:1][O:2][C:3]([C:5]1[C:10]([NH:11][CH2:12][C:13]2[CH:18]=[CH:17][C:16]([O:19][CH3:20])=[C:15]([Cl:21])[CH:14]=2)=[N:9][C:8]([O:23][CH2:24][C:25]2[CH:30]=[CH:29][CH:28]=[CH:27][N:26]=2)=[CH:7][N:6]=1)=[O:4], predict the reactants needed to synthesize it. The reactants are: [CH3:1][O:2][C:3]([C:5]1[C:10]([NH:11][CH2:12][C:13]2[CH:18]=[CH:17][C:16]([O:19][CH3:20])=[C:15]([Cl:21])[CH:14]=2)=[N:9][C:8](Cl)=[CH:7][N:6]=1)=[O:4].[OH:23][CH2:24][C:25]1[CH:30]=[CH:29][CH:28]=[CH:27][N:26]=1.CC(C)([O-])C.[K+].C(O)(=O)CC(CC(O)=O)(C(O)=O)O. (6) The reactants are: [OH:1][CH:2]([CH2:6][O:7][C:8]1[CH:13]=[CH:12][C:11]([C:14](=[N:16][O:17][CH2:18][C:19]2[CH:24]=[CH:23][C:22]([C:25]([F:28])([F:27])[F:26])=[CH:21][CH:20]=2)[CH3:15])=[CH:10][CH:9]=1)[C:3](O)=[O:4].Cl.C([N:32]=C=NCCCN(C)C)C.N1C2C(O)=CC=CC=2N=N1.C(N1CCOCC1)C. Given the product [OH:1][CH:2]([CH2:6][O:7][C:8]1[CH:13]=[CH:12][C:11]([C:14](=[N:16][O:17][CH2:18][C:19]2[CH:24]=[CH:23][C:22]([C:25]([F:28])([F:27])[F:26])=[CH:21][CH:20]=2)[CH3:15])=[CH:10][CH:9]=1)[C:3]([NH2:32])=[O:4], predict the reactants needed to synthesize it. (7) Given the product [CH2:32]([O:31][P:30]1(=[O:34])[CH:29]=[C:28]([C:25]2[CH:24]=[CH:23][C:22]([CH3:36])=[CH:27][CH:26]=2)[CH:14]=[C:13]([CH2:12][CH:11]2[CH2:6][CH2:7][CH2:8][CH2:9][CH2:10]2)[O:35]1)[CH3:33], predict the reactants needed to synthesize it. The reactants are: CC(P(C(C)(C)C)[C:6]1[C:11]([C:12]2C=CC=[CH:14][CH:13]=2)=[CH:10][CH:9]=[CH:8][CH:7]=1)(C)C.[C:22]1([CH3:36])[CH:27]=[CH:26][C:25]([C:28]#[C:29][P:30](=[O:35])([OH:34])[O:31][CH2:32][CH3:33])=[CH:24][CH:23]=1.C(C1CCCCC1)C#C. (8) Given the product [CH3:24][O:23][N:22]([CH3:21])[C:5](=[O:7])[C:4]1[CH:8]=[C:9]([O:12][CH3:13])[CH:10]=[CH:11][C:3]=1[O:2][CH3:1], predict the reactants needed to synthesize it. The reactants are: [CH3:1][O:2][C:3]1[CH:11]=[CH:10][C:9]([O:12][CH3:13])=[CH:8][C:4]=1[C:5]([OH:7])=O.C(Cl)(=O)C(Cl)=O.Cl.[CH3:21][NH:22][O:23][CH3:24].C(N(CC)CC)C. (9) Given the product [CH3:1][C:2]1([CH3:11])[O:10][C@@H:9]2[C@@H:4]([CH2:5][O:6][CH:7]2[OH:8])[O:3]1, predict the reactants needed to synthesize it. The reactants are: [CH3:1][C:2]1([CH3:11])[O:10][C@@H:9]2[C@@H:4]([CH2:5][O:6][C:7]2=[O:8])[O:3]1.CC(C[AlH]CC(C)C)C. (10) Given the product [CH2:34]([C@@H:14]([CH2:13][CH2:12][C@H:8]([CH2:1][C:2]1[CH:3]=[CH:4][CH:5]=[CH:6][CH:7]=1)[C:9]([NH:41][C@H:42]1[CH2:48][CH2:47][S:46][C@H:45]2[CH2:49][CH2:50][CH2:51][C@@H:52]([CH:53]=[CH2:54])[N:44]2[C:43]1=[O:55])=[O:10])[C:15]([NH:17][C@H:18]1[CH2:24][CH2:23][CH2:22][CH2:21][N:20]([C:25]2[CH:30]=[CH:29][CH:28]=[CH:27][C:26]=2[O:31][CH3:32])[C:19]1=[O:33])=[O:16])[C:35]1[CH:40]=[CH:39][CH:38]=[CH:37][CH:36]=1, predict the reactants needed to synthesize it. The reactants are: [CH2:1]([C@@H:8]([CH2:12][CH2:13][C@H:14]([CH2:34][C:35]1[CH:40]=[CH:39][CH:38]=[CH:37][CH:36]=1)[C:15]([NH:17][C@H:18]1[CH2:24][CH2:23][CH2:22][CH2:21][N:20]([C:25]2[CH:30]=[CH:29][CH:28]=[CH:27][C:26]=2[O:31][CH3:32])[C:19]1=[O:33])=[O:16])[C:9](O)=[O:10])[C:2]1[CH:7]=[CH:6][CH:5]=[CH:4][CH:3]=1.[NH2:41][C@H:42]1[CH2:48][CH2:47][S:46][C@H:45]2[CH2:49][CH2:50][CH2:51][C@@H:52]([CH:53]=[CH2:54])[N:44]2[C:43]1=[O:55].